Dataset: Full USPTO retrosynthesis dataset with 1.9M reactions from patents (1976-2016). Task: Predict the reactants needed to synthesize the given product. (1) Given the product [CH3:52][O:53][C:54](=[O:57])[CH2:55][NH:56][C:23]([C:12]1[S:13][C:14]([C:16]2[CH:21]=[CH:20][CH:19]=[CH:18][CH:17]=2)=[CH:15][C:11]=1[NH:10][S:7]([C:2]1[CH:1]=[CH:6][C:5]([CH3:27])=[CH:4][CH:3]=1)(=[O:9])=[O:8])=[O:25], predict the reactants needed to synthesize it. The reactants are: [C:1]1(C)[C:2]([S:7]([NH:10][C:11]2[CH:15]=[C:14]([C:16]3[CH:21]=[CH:20][C:19](C)=[CH:18][CH:17]=3)[S:13][C:12]=2[C:23]([OH:25])=O)(=[O:9])=[O:8])=[CH:3][CH:4]=[CH:5][CH:6]=1.[CH3:27]N(C(ON1N=NC2C=CC=NC1=2)=[N+](C)C)C.F[P-](F)(F)(F)(F)F.Cl.[CH3:52][O:53][C:54](=[O:57])[CH2:55][NH2:56].N1C(C)=CC(C)=CC=1C. (2) Given the product [Br:11][C:5]1[CH:6]=[CH:7][C:8]([N:17]([CH3:16])[CH3:13])=[CH:9][C:4]=1[C:3]([O:2][CH3:1])=[O:12], predict the reactants needed to synthesize it. The reactants are: [CH3:1][O:2][C:3](=[O:12])[C:4]1[CH:9]=[C:8](N)[CH:7]=[CH:6][C:5]=1[Br:11].[CH2:13]=O.[BH3-][C:16]#[N:17].[Na+]. (3) Given the product [F:41][C:42]1[C:43]([S:52][CH3:53])=[C:44]([C:11]2[C:12]([C:16](=[O:32])[C:17]3[CH:22]=[CH:21][C:20]([O:23][CH2:24][CH2:25][N:26]4[CH2:27][CH2:28][CH2:29][CH2:30][CH2:31]4)=[CH:19][CH:18]=3)=[C:13]3[C:8](=[CH:9][CH:10]=2)[CH:7]=[C:6]([O:5][S:2]([CH3:1])(=[O:4])=[O:3])[CH:15]=[CH:14]3)[CH:45]=[C:46]([F:48])[CH:47]=1, predict the reactants needed to synthesize it. The reactants are: [CH3:1][S:2]([O:5][C:6]1[CH:7]=[C:8]2[C:13](=[CH:14][CH:15]=1)[C:12]([C:16](=[O:32])[C:17]1[CH:22]=[CH:21][C:20]([O:23][CH2:24][CH2:25][N:26]3[CH2:31][CH2:30][CH2:29][CH2:28][CH2:27]3)=[CH:19][CH:18]=1)=[C:11](OS(C(F)(F)F)(=O)=O)[CH:10]=[CH:9]2)(=[O:4])=[O:3].[F:41][C:42]1[C:43]([S:52][CH3:53])=[C:44](B(O)O)[CH:45]=[C:46]([F:48])[CH:47]=1. (4) Given the product [O:31]=[C:25]1[CH:24]([N:17]2[CH2:16][C:15]3[C:19](=[CH:20][CH:21]=[CH:22][C:14]=3[CH2:13][N:12]([CH3:11])[C:43]([NH:42][C:33]3[CH:34]=[CH:35][C:36]4[C:41](=[CH:40][CH:39]=[CH:38][CH:37]=4)[CH:32]=3)=[O:44])[C:18]2=[O:23])[CH2:29][CH2:28][C:27](=[O:30])[NH:26]1, predict the reactants needed to synthesize it. The reactants are: C(N(C(C)C)CC)(C)C.Cl.[CH3:11][NH:12][CH2:13][C:14]1[CH:22]=[CH:21][CH:20]=[C:19]2[C:15]=1[CH2:16][N:17]([CH:24]1[CH2:29][CH2:28][C:27](=[O:30])[NH:26][C:25]1=[O:31])[C:18]2=[O:23].[CH:32]1[C:41]2[C:36](=[CH:37][CH:38]=[CH:39][CH:40]=2)[CH:35]=[CH:34][C:33]=1[N:42]=[C:43]=[O:44].